This data is from Catalyst prediction with 721,799 reactions and 888 catalyst types from USPTO. The task is: Predict which catalyst facilitates the given reaction. (1) Reactant: [CH3:1][N:2]1[CH:10]=[N:9][C:8]2[C:7]([NH:11][CH:12]3[CH2:14][CH2:13]3)=[N:6][C:5]3=[CH:15][C:16]([C:18]4[CH:23]=[CH:22][C:21]([F:24])=[C:20]([CH2:25][CH2:26][C:27]([O:29]C)=[O:28])[CH:19]=4)=[N:17][N:4]3[C:3]1=2. Product: [CH3:1][N:2]1[CH:10]=[N:9][C:8]2[C:7]([NH:11][CH:12]3[CH2:14][CH2:13]3)=[N:6][C:5]3=[CH:15][C:16]([C:18]4[CH:23]=[CH:22][C:21]([F:24])=[C:20]([CH2:25][CH2:26][C:27]([OH:29])=[O:28])[CH:19]=4)=[N:17][N:4]3[C:3]1=2. The catalyst class is: 36. (2) Reactant: [CH3:1][O:2][C:3]1[N:8]=[C:7]([NH:9][CH2:10][C:11]2[CH:16]=[CH:15][C:14]([C:17]([F:20])([F:19])[F:18])=[CH:13][CH:12]=2)[CH:6]=[CH:5][C:4]=1[CH2:21][C:22]1[C:30]2[C:25](=[N:26][CH:27]=[CH:28][CH:29]=2)[N:24]([Si](C(C)C)(C(C)C)C(C)C)[CH:23]=1.O1CCCC1.[F-].C([N+](CCCC)(CCCC)CCCC)CCC. Product: [CH3:1][O:2][C:3]1[N:8]=[C:7]([NH:9][CH2:10][C:11]2[CH:16]=[CH:15][C:14]([C:17]([F:19])([F:20])[F:18])=[CH:13][CH:12]=2)[CH:6]=[CH:5][C:4]=1[CH2:21][C:22]1[C:30]2[C:25](=[N:26][CH:27]=[CH:28][CH:29]=2)[NH:24][CH:23]=1. The catalyst class is: 6. (3) Reactant: Cl[C:2]1[CH:7]=[CH:6][C:5]([O:8][CH2:9][CH:10]2[CH2:15][CH2:14][N:13]([CH2:16][C:17]([F:20])([CH3:19])[CH3:18])[CH2:12][CH2:11]2)=[CH:4][N:3]=1.[F:21][C:22]1[CH:27]=[C:26]([C:28]([O:30][CH3:31])=[O:29])[CH:25]=[CH:24][C:23]=1B(O)O.C([O-])([O-])=O.[Na+].[Na+]. Product: [F:21][C:22]1[CH:27]=[C:26]([CH:25]=[CH:24][C:23]=1[C:2]1[CH:7]=[CH:6][C:5]([O:8][CH2:9][CH:10]2[CH2:15][CH2:14][N:13]([CH2:16][C:17]([F:20])([CH3:19])[CH3:18])[CH2:12][CH2:11]2)=[CH:4][N:3]=1)[C:28]([O:30][CH3:31])=[O:29]. The catalyst class is: 622. (4) Reactant: [OH:1][CH:2]([C:17]1[N:18]=[CH:19][N:20]([C:22]([C:35]2[CH:40]=[CH:39][CH:38]=[CH:37][CH:36]=2)([C:29]2[CH:34]=[CH:33][CH:32]=[CH:31][CH:30]=2)[C:23]2[CH:28]=[CH:27][CH:26]=[CH:25][CH:24]=2)[CH:21]=1)[C:3]1[CH:4]=[C:5]2[C:10](=[CH:11][CH:12]=1)[CH:9]=[C:8]([C:13]([NH:15][CH3:16])=[O:14])[CH:7]=[CH:6]2.CN(C)C(=O)C.[H-].[Na+].Cl. Product: [CH3:16][NH:15][C:13]([C:8]1[CH:7]=[CH:6][C:5]2[C:10](=[CH:11][CH:12]=[C:3]([C:2]([C:17]3[N:18]=[CH:19][N:20]([C:22]([C:23]4[CH:28]=[CH:27][CH:26]=[CH:25][CH:24]=4)([C:29]4[CH:30]=[CH:31][CH:32]=[CH:33][CH:34]=4)[C:35]4[CH:40]=[CH:39][CH:38]=[CH:37][CH:36]=4)[CH:21]=3)=[O:1])[CH:4]=2)[CH:9]=1)=[O:14]. The catalyst class is: 6. (5) Reactant: [Cl:1][C:2]1[C:14]([NH:15][CH2:16][C:17]2[CH:22]=[C:21]([C:23]3[CH:28]=[CH:27][CH:26]=[C:25]([F:29])[CH:24]=3)[CH:20]=[CH:19][C:18]=2[F:30])=[C:13]([Cl:31])[CH:12]=[CH:11][C:3]=1[O:4][CH2:5][C:6]([O:8]CC)=[O:7].O[Li].O.O. Product: [Cl:1][C:2]1[C:14]([NH:15][CH2:16][C:17]2[CH:22]=[C:21]([C:23]3[CH:28]=[CH:27][CH:26]=[C:25]([F:29])[CH:24]=3)[CH:20]=[CH:19][C:18]=2[F:30])=[C:13]([Cl:31])[CH:12]=[CH:11][C:3]=1[O:4][CH2:5][C:6]([OH:8])=[O:7]. The catalyst class is: 1. (6) Reactant: [N+:1]([C:4]1[CH:9]=[CH:8][CH:7]=[CH:6][C:5]=1[S:10]([N:13]1[CH2:17][CH2:16][CH:15]([OH:18])[CH2:14]1)(=[O:12])=[O:11])([O-:3])=[O:2].[Si:19](Cl)([C:22]([CH3:25])([CH3:24])[CH3:23])([CH3:21])[CH3:20].N1C=CN=C1. Product: [C:22]([Si:19]([CH3:21])([CH3:20])[O:18][CH:15]1[CH2:16][CH2:17][N:13]([S:10]([C:5]2[CH:6]=[CH:7][CH:8]=[CH:9][C:4]=2[N+:1]([O-:3])=[O:2])(=[O:11])=[O:12])[CH2:14]1)([CH3:25])([CH3:24])[CH3:23]. The catalyst class is: 9.